This data is from Reaction yield outcomes from USPTO patents with 853,638 reactions. The task is: Predict the reaction yield, written as a fraction of the theoretical maximum amount of product (1.0 means a 100% yield; for example, 0.34 means a 34% yield). (1) The reactants are [NH:1]1[CH2:5][CH2:4][CH2:3][CH2:2]1.[Cl:6][C:7]1[C:16]2[C:11](=[C:12]([N+:20]([O-:22])=[O:21])[CH:13]=[C:14]([N+:17]([O-:19])=[O:18])[CH:15]=2)[C:10]([N+:23]([O-:25])=[O:24])=[CH:9][CH:8]=1. No catalyst specified. The product is [ClH:6].[N+:23]([C:10]1[C:11]2[C:16](=[CH:15][C:14]([N+:17]([O-:19])=[O:18])=[CH:13][C:12]=2[N+:20]([O-:22])=[O:21])[C:7]([N:1]2[CH2:5][CH2:4][CH2:3][CH2:2]2)=[CH:8][CH:9]=1)([O-:25])=[O:24]. The yield is 0.220. (2) The reactants are [Cl:1][C:2]1[C:10]2[C:5](=[CH:6][C:7]([N+:11]([O-:13])=[O:12])=[CH:8][CH:9]=2)[NH:4][N:3]=1.C(=O)([O-])[O-].[K+].[K+].Cl[CH2:21][CH2:22][N:23]1[CH2:27][CH2:26][CH2:25][CH2:24]1. The catalyst is CN(C=O)C. The product is [Cl:1][C:2]1[C:10]2[C:5](=[CH:6][C:7]([N+:11]([O-:13])=[O:12])=[CH:8][CH:9]=2)[N:4]([CH2:21][CH2:22][N:23]2[CH2:27][CH2:26][CH2:25][CH2:24]2)[N:3]=1. The yield is 0.660. (3) The reactants are N[C:2]1[S:3][C:4]([Br:11])=[C:5]([C:7]([O:9][CH3:10])=[O:8])[N:6]=1.N1C=CC=CC=1.[C:18](O[C:18]([O:20][C:21]([CH3:24])([CH3:23])[CH3:22])=[O:19])([O:20][C:21]([CH3:24])([CH3:23])[CH3:22])=[O:19].[Br-].[Li+]. The catalyst is C1COCC1.CC#N. The product is [Br:11][C:4]1[S:3][C:2]([C:18]([O:20][C:21]([CH3:24])([CH3:23])[CH3:22])=[O:19])=[N:6][C:5]=1[C:7]([O:9][CH3:10])=[O:8]. The yield is 0.427. (4) The reactants are [Cl:1][C:2]1[CH:3]=[C:4]2[C:9](=[CH:10][CH:11]=1)[N:8]=[C:7]([NH:12][C:13](=[O:17])OCC)[C:6]([O:18][CH3:19])=[N:5]2.[N+:20]([C:23]1[CH:28]=[CH:27][C:26]([N:29]2[CH2:34][CH2:33][NH:32][CH2:31][CH2:30]2)=[CH:25][CH:24]=1)([O-:22])=[O:21]. No catalyst specified. The product is [Cl:1][C:2]1[CH:3]=[C:4]2[C:9](=[CH:10][CH:11]=1)[N:8]=[C:7]([NH:12][C:13]([N:32]1[CH2:33][CH2:34][N:29]([C:26]3[CH:25]=[CH:24][C:23]([N+:20]([O-:22])=[O:21])=[CH:28][CH:27]=3)[CH2:30][CH2:31]1)=[O:17])[C:6]([O:18][CH3:19])=[N:5]2. The yield is 0.960.